From a dataset of KCNQ2 potassium channel screen with 302,405 compounds. Binary Classification. Given a drug SMILES string, predict its activity (active/inactive) in a high-throughput screening assay against a specified biological target. (1) The drug is s1c(c2nc3n(c2NCCC(C)C)cccc3)ccc1. The result is 0 (inactive). (2) The drug is Brc1cc2=C(NNc3ccc(F)cc3)C(=O)N=c2cc1. The result is 0 (inactive). (3) The molecule is O=C(NC1CC(NC(C1)(C)C)(C)C)Cc1ccc(OC)cc1. The result is 0 (inactive). (4) The molecule is O=C(NNC(=O)c1c(cccc1)C(O)=O)CCc1ccccc1. The result is 0 (inactive). (5) The molecule is S(=O)(=O)(Nc1c2c3c(CCc3ccc2)cc1)c1c(cc(cc1C)C)C. The result is 0 (inactive).